This data is from CYP2C9 inhibition data for predicting drug metabolism from PubChem BioAssay. The task is: Regression/Classification. Given a drug SMILES string, predict its absorption, distribution, metabolism, or excretion properties. Task type varies by dataset: regression for continuous measurements (e.g., permeability, clearance, half-life) or binary classification for categorical outcomes (e.g., BBB penetration, CYP inhibition). Dataset: cyp2c9_veith. (1) The drug is CN(C1CCCCC1)S(=O)(=O)c1ccc(NC(=S)NC(=O)c2cccs2)cc1. The result is 1 (inhibitor). (2) The drug is C=C1C(=O)C=C2CN(C(=O)c3ccccc3)[C@@](Cc3ccc(OC)cc3)(C(=O)OC)[C@@H]12. The result is 1 (inhibitor). (3) The molecule is CN1CCN(c2ncc3nc(-c4cccs4)c(=O)n(-c4ccccc4)c3n2)CC1. The result is 0 (non-inhibitor). (4) The compound is CCOC(=O)c1c(C)nc2c(c1-c1ccccc1)C(=O)CCC2. The result is 1 (inhibitor). (5) The result is 1 (inhibitor). The compound is COc1ccc(Nc2ncc(C(=O)N3CCN(Cc4ccccc4)CC3)c3ccccc23)cc1.